From a dataset of Full USPTO retrosynthesis dataset with 1.9M reactions from patents (1976-2016). Predict the reactants needed to synthesize the given product. (1) The reactants are: [CH2:1]([O:17][C:18]([CH:20]1[CH2:25][CH2:24][CH2:23][CH2:22][CH:21]1[C:26]([OH:28])=[O:27])=[O:19])[CH2:2][CH2:3][CH2:4][CH2:5][CH2:6][CH2:7][CH2:8][CH2:9][CH2:10][CH2:11][CH2:12][CH2:13][CH2:14][CH2:15][CH3:16].O1CC[CH2:31][CH2:30]1. Given the product [CH2:1]([O:17][C:18]([CH:20]1[CH2:25][CH2:24][CH2:23][CH2:22][CH:21]1[C:26]([O:28][CH2:30][CH3:31])=[O:27])=[O:19])[CH2:2][CH2:3][CH2:4][CH2:5][CH2:6][CH2:7][CH2:8][CH2:9][CH2:10][CH2:11][CH2:12][CH2:13][CH2:14][CH2:15][CH3:16], predict the reactants needed to synthesize it. (2) The reactants are: [H-].[Na+].[CH2:3]1[O:11][C:10]2[CH:9]=[CH:8][C:7]([CH:12]3[C:24]4[NH:23][C:22]5[C:17](=[CH:18][CH:19]=[CH:20][CH:21]=5)[C:16]=4[CH2:15][CH2:14][N:13]3[C:25]3[N:30]=[CH:29][C:28]([C:31]4[CH:36]=[CH:35][C:34]([CH3:37])=[CH:33][CH:32]=4)=[CH:27][N:26]=3)=[CH:6][C:5]=2[O:4]1.CN(C=[O:42])C. Given the product [CH3:37][C:34]1[CH:33]=[CH:32][C:31]([C:28]2[CH:29]=[N:30][C:25]([N:13]3[CH2:14][C:15]4[C:16](=[O:42])[C:17]5[CH:18]=[CH:19][CH:20]=[CH:21][C:22]=5[NH:23][C:24]=4[CH:12]3[C:7]3[CH:8]=[CH:9][C:10]4[O:11][CH2:3][O:4][C:5]=4[CH:6]=3)=[N:26][CH:27]=2)=[CH:36][CH:35]=1, predict the reactants needed to synthesize it. (3) The reactants are: [C:1]([N:4]1[C:12](=O)[C:11]2[C:6](=[CH:7]C=CC=2)C1=O)(=[S:3])C.[N:15]1[CH:20]=[CH:19]C=[CH:17][C:16]=1[S:21]CCN. Given the product [N:4]1[CH:12]=[CH:11][CH:6]=[CH:7][C:1]=1[S:3][CH2:19][CH2:20][NH:15][C:16](=[S:21])[CH3:17], predict the reactants needed to synthesize it. (4) Given the product [NH2:16][CH2:15][C:12]1[CH:13]=[N:14][C:9]([O:8][CH:4]2[CH2:5][CH2:6][CH2:7][C:2]([CH3:17])([CH3:1])[CH2:3]2)=[CH:10][CH:11]=1, predict the reactants needed to synthesize it. The reactants are: [CH3:1][C:2]1([CH3:17])[CH2:7][CH2:6][CH2:5][CH:4]([O:8][C:9]2[N:14]=[CH:13][C:12]([C:15]#[N:16])=[CH:11][CH:10]=2)[CH2:3]1.B.C1COCC1.Cl. (5) Given the product [O:22]1[CH:26]=[CH:25][CH:24]=[C:23]1[C:27]([N:1]1[CH2:2][CH2:3][C:4]2([O:11][C:10]3[C:12]4[C:17]([C:18](=[O:21])[C:19](=[O:20])[C:9]=3[S:8][CH2:7]2)=[CH:16][CH:15]=[CH:14][CH:13]=4)[CH2:5][CH2:6]1)=[O:28], predict the reactants needed to synthesize it. The reactants are: [NH:1]1[CH2:6][CH2:5][C:4]2([O:11][C:10]3[C:12]4[C:17]([C:18](=[O:21])[C:19](=[O:20])[C:9]=3[S:8][CH2:7]2)=[CH:16][CH:15]=[CH:14][CH:13]=4)[CH2:3][CH2:2]1.[O:22]1[CH:26]=[CH:25][CH:24]=[C:23]1[C:27](Cl)=[O:28].C(N(CC)CC)C. (6) Given the product [CH3:1][C:2]1[CH:3]=[N:4][N:5]([CH:9]([CH3:15])[C:10]([O:12][CH2:13][CH3:14])=[O:11])[C:6](=[O:8])[CH:7]=1, predict the reactants needed to synthesize it. The reactants are: [CH3:1][C:2]1[CH:3]=[N:4][N:5]([CH2:9][C:10]([O:12][CH2:13][CH3:14])=[O:11])[C:6](=[O:8])[CH:7]=1.[CH3:15][Si](C)(C)N[Si](C)(C)C.[Li].CI. (7) Given the product [C:1]([N:4]1[C:13]2[C:8](=[CH:9][C:10]([C:30]3[CH:31]=[N:32][N:33]([CH2:35][CH2:36][OH:37])[CH:34]=3)=[CH:11][CH:12]=2)[N:7]([C:15]([O:17][CH:18]([CH3:20])[CH3:19])=[O:16])[CH2:6][C@@H:5]1[CH3:21])(=[O:3])[CH3:2], predict the reactants needed to synthesize it. The reactants are: [C:1]([N:4]1[C:13]2[C:8](=[CH:9][C:10](Br)=[CH:11][CH:12]=2)[N:7]([C:15]([O:17][CH:18]([CH3:20])[CH3:19])=[O:16])[CH2:6][C@@H:5]1[CH3:21])(=[O:3])[CH3:2].CC1(C)C(C)(C)OB([C:30]2[CH:31]=[N:32][N:33]([CH2:35][CH2:36][OH:37])[CH:34]=2)O1.C(=O)([O-])[O-].[Cs+].[Cs+].